Dataset: Reaction yield outcomes from USPTO patents with 853,638 reactions. Task: Predict the reaction yield, written as a fraction of the theoretical maximum amount of product (1.0 means a 100% yield; for example, 0.34 means a 34% yield). (1) The reactants are [C:1](NC1C=C2C(=CC=1)OC(CC(O)=O)CC2)(=O)C.Cl[C:20]1[CH:25]=[CH:24][C:23]([N+:26]([O-:28])=[O:27])=[CH:22][C:21]=1[C:29](=[O:40])[CH2:30][C:31]1[O:36][C:35]([CH3:38])([CH3:37])[O:34][C:33](=[O:39])[CH:32]=1. No catalyst specified. The product is [N+:26]([C:23]1[CH:22]=[C:21]2[C:20](=[CH:25][CH:24]=1)[O:36][C:31]([CH2:32][C:33]([O:34][C:35]([CH3:1])([CH3:38])[CH3:37])=[O:39])=[CH:30][C:29]2=[O:40])([O-:28])=[O:27]. The yield is 0.750. (2) The reactants are [Li]CCCC.C(#N)C.[Li].C(#N)C.[CH3:13][C:14]1([S:17][CH2:16]1)[CH3:15].[OH-:18].[Na+].[O:20]1[CH2:24][CH2:23]CC1. The catalyst is O.C(O)C. The product is [SH:17][C:14]([CH3:13])([CH3:15])[CH2:16][CH2:23][C:24]([OH:20])=[O:18]. The yield is 0.390.